This data is from Full USPTO retrosynthesis dataset with 1.9M reactions from patents (1976-2016). The task is: Predict the reactants needed to synthesize the given product. Given the product [F:3][C:4]([F:16])([F:17])[CH:5]([C:12]([F:13])([F:14])[F:15])[CH:6]([NH2:7])[CH2:8][OH:9], predict the reactants needed to synthesize it. The reactants are: [Li+].[BH4-].[F:3][C:4]([F:17])([F:16])[CH:5]([C:12]([F:15])([F:14])[F:13])[CH:6]([C:8](OC)=[O:9])[NH2:7].Cl.